Dataset: Catalyst prediction with 721,799 reactions and 888 catalyst types from USPTO. Task: Predict which catalyst facilitates the given reaction. (1) Reactant: C([O:3][C:4]([C:6]1[CH:7]=[N:8][O:9][C:10]=1[C:11]1[CH:16]=[CH:15][CH:14]=[CH:13][C:12]=1[C:17]([F:20])([F:19])[F:18])=[O:5])C.Cl. Product: [F:19][C:17]([F:18])([F:20])[C:12]1[CH:13]=[CH:14][CH:15]=[CH:16][C:11]=1[C:10]1[O:9][N:8]=[CH:7][C:6]=1[C:4]([OH:5])=[O:3]. The catalyst class is: 15. (2) Reactant: Br[C:2]1[S:3][CH:4]=[CH:5][N:6]=1.[NH2:7][C:8]1[CH:9]=[CH:10][C:11]([CH2:15][CH2:16][CH3:17])=[C:12]([OH:14])[CH:13]=1.Cl. Product: [CH2:15]([C:11]1[CH:10]=[CH:9][C:8]([NH:7][C:2]2[S:3][CH:4]=[CH:5][N:6]=2)=[CH:13][C:12]=1[OH:14])[CH2:16][CH3:17]. The catalyst class is: 14.